This data is from Full USPTO retrosynthesis dataset with 1.9M reactions from patents (1976-2016). The task is: Predict the reactants needed to synthesize the given product. Given the product [C:1]([C:5]1[C:6]([O:30][CH3:31])=[C:7](/[CH:17]=[CH:18]/[C:19]2[CH:24]=[CH:23][C:22]([NH:25][S:26]([CH3:29])(=[O:28])=[O:27])=[CH:21][CH:20]=2)[CH:8]=[C:9]([N:11]2[CH2:33][CH2:15][CH2:14][CH2:13][C:12]2=[O:16])[CH:10]=1)([CH3:3])([CH3:2])[CH3:4], predict the reactants needed to synthesize it. The reactants are: [C:1]([C:5]1[C:6]([O:30][CH3:31])=[C:7](/[CH:17]=[CH:18]/[C:19]2[CH:24]=[CH:23][C:22]([NH:25][S:26]([CH3:29])(=[O:28])=[O:27])=[CH:21][CH:20]=2)[CH:8]=[C:9]([N:11]2[CH2:15][CH2:14][CH2:13][C:12]2=[O:16])[CH:10]=1)([CH3:4])([CH3:3])[CH3:2].Br[CH2:33]CC(Cl)=O.